This data is from Catalyst prediction with 721,799 reactions and 888 catalyst types from USPTO. The task is: Predict which catalyst facilitates the given reaction. (1) Reactant: [CH2:1]([N:3]1[C:12]2[C:7](=[CH:8][C:9]([O:15]C)=[C:10]([CH3:14])[C:11]=2[CH3:13])[CH2:6][C:5]2([CH2:19][CH2:18][CH2:17]2)[CH2:4]1)[CH3:2].B(Br)(Br)Br.CCOC(C)=O.CCCCCC. Product: [CH2:1]([N:3]1[C:12]2[C:7](=[CH:8][C:9]([OH:15])=[C:10]([CH3:14])[C:11]=2[CH3:13])[CH2:6][C:5]2([CH2:17][CH2:18][CH2:19]2)[CH2:4]1)[CH3:2]. The catalyst class is: 22. (2) Reactant: [CH3:1][Si:2](Cl)([CH3:4])[CH3:3].[Br:6][C:7]1[CH:8]=[C:9]([C:15]2([OH:18])[CH2:17][CH2:16]2)[CH:10]=[CH:11][C:12]=1[O:13][CH3:14].C(N(CC)CC)C. Product: [Br:6][C:7]1[CH:8]=[C:9]([C:15]2([O:18][Si:2]([CH3:4])([CH3:3])[CH3:1])[CH2:17][CH2:16]2)[CH:10]=[CH:11][C:12]=1[O:13][CH3:14]. The catalyst class is: 20. (3) Reactant: [Cl:1][C:2]1[CH:3]=[CH:4][C:5]([C:27]([F:30])([F:29])[F:28])=[C:6]([CH:26]=1)/[CH:7]=[C:8]1/[C:9](=[O:25])[C:10]2[C:15]([CH2:16]/1)=[CH:14][C:13]([N:17]1[CH2:22][CH2:21][O:20][CH2:19][CH2:18]1)=[C:12]([O:23][CH3:24])[CH:11]=2. Product: [Cl:1][C:2]1[CH:3]=[CH:4][C:5]([C:27]([F:29])([F:28])[F:30])=[C:6]([CH:26]=1)[CH2:7][CH:8]1[CH2:16][C:15]2[C:10](=[CH:11][C:12]([O:23][CH3:24])=[C:13]([N:17]3[CH2:22][CH2:21][O:20][CH2:19][CH2:18]3)[CH:14]=2)[C:9]1=[O:25]. The catalyst class is: 19. (4) Reactant: [CH3:1][O:2][C:3]1[CH:30]=[CH:29][C:6]([CH2:7][N:8]2[C:12]3=[N:13][C:14]([NH:17][CH2:18][C:19]4[CH:24]=[CH:23][C:22]([O:25][CH3:26])=[CH:21][CH:20]=4)=[CH:15][CH:16]=[C:11]3[C:10]([CH2:27]O)=[N:9]2)=[CH:5][CH:4]=1.S(Cl)([Cl:33])=O.C([O-])(O)=O.[Na+]. Product: [Cl:33][CH2:27][C:10]1[C:11]2[C:12](=[N:13][C:14]([NH:17][CH2:18][C:19]3[CH:24]=[CH:23][C:22]([O:25][CH3:26])=[CH:21][CH:20]=3)=[CH:15][CH:16]=2)[N:8]([CH2:7][C:6]2[CH:29]=[CH:30][C:3]([O:2][CH3:1])=[CH:4][CH:5]=2)[N:9]=1. The catalyst class is: 22.